Task: Predict the product of the given reaction.. Dataset: Forward reaction prediction with 1.9M reactions from USPTO patents (1976-2016) The product is: [CH2:6]([O:5][C:3](=[O:4])[CH2:2][S:16][C:12]1[CH:13]=[CH:14][CH:15]=[C:10]([C:9]([F:8])([F:17])[F:18])[CH:11]=1)[CH3:7]. Given the reactants Br[CH2:2][C:3]([O:5][CH2:6][CH3:7])=[O:4].[F:8][C:9]([F:18])([F:17])[C:10]1[CH:11]=[C:12]([SH:16])[CH:13]=[CH:14][CH:15]=1.CCN(CC)CC, predict the reaction product.